This data is from Forward reaction prediction with 1.9M reactions from USPTO patents (1976-2016). The task is: Predict the product of the given reaction. (1) Given the reactants [Br:1][C:2]1[CH:11]=[C:10]([C:12]([C:14]2[NH:15][C:16]([CH2:19][CH3:20])=[CH:17][CH:18]=2)=[O:13])[CH:9]=[CH:8][C:3]=1[C:4]([O:6][CH3:7])=[O:5].[H-].[Na+].[NH2:23]OP(=O)(C1C=CC=CC=1)C1C=CC=CC=1, predict the reaction product. The product is: [NH2:23][N:15]1[C:16]([CH2:19][CH3:20])=[CH:17][CH:18]=[C:14]1[C:12]([C:10]1[CH:9]=[CH:8][C:3]([C:4]([O:6][CH3:7])=[O:5])=[C:2]([Br:1])[CH:11]=1)=[O:13]. (2) Given the reactants C(N(C(C)C)C(C)C)C.[C:10]([O:14][C:15]([NH:17][C@H:18]([C:26]([OH:28])=O)[CH2:19][C:20]1[CH:25]=[CH:24][CH:23]=[CH:22][CH:21]=1)=[O:16])([CH3:13])([CH3:12])[CH3:11].C(N=C=NCCCN(C)C)C.Cl.[CH3:41][O:42][C:43](=[O:46])[CH2:44][NH2:45], predict the reaction product. The product is: [C:10]([O:14][C:15]([NH:17][CH:18]([CH2:19][C:20]1[CH:21]=[CH:22][CH:23]=[CH:24][CH:25]=1)[C:26]([NH:45][CH2:44][C:43]([O:42][CH3:41])=[O:46])=[O:28])=[O:16])([CH3:11])([CH3:12])[CH3:13]. (3) Given the reactants C([O:8][C:9]1[CH:10]=[CH:11][C:12]2[O:16][C:15]([C:17]([C:22]3[CH:35]=[CH:34][C:25]([O:26][CH2:27][C:28](=[O:33])[C:29]([CH3:32])([CH3:31])[CH3:30])=[C:24]([CH3:36])[CH:23]=3)([CH2:20][CH3:21])[CH2:18][CH3:19])=[CH:14][C:13]=2[CH:37]=1)C1C=CC=CC=1, predict the reaction product. The product is: [CH2:18]([C:17]([C:22]1[CH:35]=[CH:34][C:25]([O:26][CH2:27][C:28](=[O:33])[C:29]([CH3:30])([CH3:32])[CH3:31])=[C:24]([CH3:36])[CH:23]=1)([C:15]1[O:16][C:12]2[CH:11]=[CH:10][C:9]([OH:8])=[CH:37][C:13]=2[CH:14]=1)[CH2:20][CH3:21])[CH3:19]. (4) The product is: [F:24][C:18]1[C:19]([F:23])=[CH:20][CH:21]=[CH:22][C:17]=1[C@H:12]1[CH:13]([CH2:15][OH:16])[NH:14][C:25](=[O:27])[C@H:9]([N:8]([C:6]([O:5][C:1]([CH3:3])([CH3:4])[CH3:2])=[O:7])[C:28]([O:30][C:31]([CH3:32])([CH3:34])[CH3:33])=[O:29])[CH2:10][CH2:11]1. Given the reactants [C:1]([O:5][C:6]([N:8]([C:28]([O:30][C:31]([CH3:34])([CH3:33])[CH3:32])=[O:29])[C@@H:9]([C:25]([OH:27])=O)[CH2:10][CH2:11][C@@H:12]([C:17]1[CH:22]=[CH:21][CH:20]=[C:19]([F:23])[C:18]=1[F:24])[CH:13]([CH2:15][OH:16])[NH2:14])=[O:7])([CH3:4])([CH3:3])[CH3:2].C(Cl)CCl.C1C=NC2N(O)N=NC=2C=1.C([O-])(O)=O.[Na+], predict the reaction product. (5) Given the reactants [C:1]([CH:3]([CH:7]1[C:11]([Cl:12])=[C:10](Cl)C(=O)O1)[C:4]([NH2:6])=[O:5])#[N:2].[F:15][C:16]1[CH:21]=[CH:20][CH:19]=[CH:18][C:17]=1[CH:22]([NH2:24])[CH3:23].C(=O)([O-])[O-].[K+].[K+], predict the reaction product. The product is: [ClH:12].[Cl:12][C:11]1[CH:7]=[C:3]([C:4]([NH2:6])=[O:5])[C:1](=[NH:2])[N:24]([CH:22]([C:17]2[CH:18]=[CH:19][CH:20]=[CH:21][C:16]=2[F:15])[CH3:23])[CH:10]=1. (6) Given the reactants [CH3:1][O:2][C:3]1[CH:12]=[C:11]2[C:6]([CH2:7][CH2:8][N:9]([C:13]([O:15][C:16]([CH3:19])([CH3:18])[CH3:17])=[O:14])[CH2:10]2)=[CH:5][CH:4]=1.C(OC(=O)C)(=O)C.[N+:27]([O-])([OH:29])=[O:28].C(=O)(O)[O-].[Na+], predict the reaction product. The product is: [CH3:1][O:2][C:3]1[CH:12]=[C:11]2[C:6]([CH2:7][CH2:8][N:9]([C:13]([O:15][C:16]([CH3:19])([CH3:18])[CH3:17])=[O:14])[CH2:10]2)=[CH:5][C:4]=1[N+:27]([O-:29])=[O:28]. (7) The product is: [Cl:25][C:26]1[CH:31]=[CH:30][C:29]([C:2]2[CH:3]=[CH:4][C:5]([C:8]#[C:9][CH2:10][CH2:11][C:12]3[CH:24]=[CH:23][C:15]([CH2:16][N:17]4[CH2:22][CH2:21][O:20][CH2:19][CH2:18]4)=[CH:14][CH:13]=3)=[N:6][CH:7]=2)=[CH:28][CH:27]=1. Given the reactants Br[C:2]1[CH:3]=[CH:4][C:5]([C:8]#[C:9][CH2:10][CH2:11][C:12]2[CH:24]=[CH:23][C:15]([CH2:16][N:17]3[CH2:22][CH2:21][O:20][CH2:19][CH2:18]3)=[CH:14][CH:13]=2)=[N:6][CH:7]=1.[Cl:25][C:26]1[CH:31]=[CH:30][C:29](OB(O)O)=[CH:28][CH:27]=1, predict the reaction product. (8) Given the reactants [F:1][C:2]1[CH:3]=[C:4]([N+:14]([O-])=O)[C:5]([NH:8][CH2:9][C:10](OC)=[O:11])=[N:6][CH:7]=1, predict the reaction product. The product is: [F:1][C:2]1[CH:7]=[N:6][C:5]2[NH:8][CH2:9][C:10](=[O:11])[NH:14][C:4]=2[CH:3]=1. (9) Given the reactants C(Cl)Cl.[CH3:4][C:5]1([CH3:12])[O:10][CH2:9][CH:8]([OH:11])[CH2:7][O:6]1.[C:13](Cl)(=[O:17])[C:14]([CH3:16])=[CH2:15], predict the reaction product. The product is: [C:13]([O:11][CH:8]1[CH2:9][O:10][C:5]([CH3:12])([CH3:4])[O:6][CH2:7]1)(=[O:17])[C:14]([CH3:16])=[CH2:15].